This data is from Peptide-MHC class I binding affinity with 185,985 pairs from IEDB/IMGT. The task is: Regression. Given a peptide amino acid sequence and an MHC pseudo amino acid sequence, predict their binding affinity value. This is MHC class I binding data. (1) The peptide sequence is WANFKFRDL. The MHC is H-2-Db with pseudo-sequence H-2-Db. The binding affinity (normalized) is 0. (2) The peptide sequence is VLPHLCLDYK. The MHC is HLA-A68:01 with pseudo-sequence HLA-A68:01. The binding affinity (normalized) is 0.336. (3) The peptide sequence is RIKTRLFTI. The MHC is HLA-A26:01 with pseudo-sequence HLA-A26:01. The binding affinity (normalized) is 0.0847. (4) The peptide sequence is MQDGRFDGI. The MHC is HLA-A02:19 with pseudo-sequence HLA-A02:19. The binding affinity (normalized) is 0.294. (5) The peptide sequence is FPTSCHMF. The MHC is HLA-A02:01 with pseudo-sequence HLA-A02:01. The binding affinity (normalized) is 0.